Dataset: Catalyst prediction with 721,799 reactions and 888 catalyst types from USPTO. Task: Predict which catalyst facilitates the given reaction. (1) Reactant: Cl[C:2]([O:4][CH2:5][C:6]1[CH:11]=[CH:10][CH:9]=[CH:8][CH:7]=1)=[O:3].[CH2:12]([CH2:14][NH2:15])[OH:13]. Product: [OH:13][CH2:12][CH2:14][NH:15][C:2]([O:4][CH2:5][C:6]1[CH:11]=[CH:10][CH:9]=[CH:8][CH:7]=1)=[O:3]. The catalyst class is: 7. (2) Reactant: [ClH:1].[CH3:2][N:3]([CH3:54])[S:4]([C:7]1[CH:12]=[CH:11][C:10]([C:13]2[CH:18]=[CH:17][CH:16]=[C:15]([CH2:19][C@H:20]([NH:35][C:36]([C@H:38]3[CH2:43][CH2:42][C@H:41]([CH2:44][NH:45]C(=O)OC(C)(C)C)[CH2:40][CH2:39]3)=[O:37])[C:21](=[O:34])[NH:22][C:23]3[CH:28]=[CH:27][C:26]([C:29]4[NH:33][N:32]=[N:31][N:30]=4)=[CH:25][CH:24]=3)[CH:14]=2)=[C:9]([CH3:53])[CH:8]=1)(=[O:6])=[O:5].C(#N)C. Product: [ClH:1].[NH2:45][CH2:44][C@H:41]1[CH2:40][CH2:39][C@H:38]([C:36]([NH:35][C@@H:20]([CH2:19][C:15]2[CH:14]=[C:13]([C:10]3[CH:11]=[CH:12][C:7]([S:4](=[O:5])(=[O:6])[N:3]([CH3:2])[CH3:54])=[CH:8][C:9]=3[CH3:53])[CH:18]=[CH:17][CH:16]=2)[C:21](=[O:34])[NH:22][C:23]2[CH:24]=[CH:25][C:26]([C:29]3[NH:30][N:31]=[N:32][N:33]=3)=[CH:27][CH:28]=2)=[O:37])[CH2:43][CH2:42]1. The catalyst class is: 12. (3) Reactant: [N:1]1[C:10]2[NH:9][C:8]3[CH:11]=[C:12]([CH2:15][N:16]4[CH2:21][CH2:20][CH:19]([NH:22][C:23]([C:25]5[CH:26]=[N:27][O:28][C:29]=5[CH3:30])=[O:24])[CH2:18][CH2:17]4)[CH:13]=[CH:14][C:7]=3[S:6][C:5]=2[N:4]=[CH:3][CH:2]=1.COC(OC)N(C)C.O.C(OCC)(=O)C. Product: [N:1]1[C:10]2[NH:9][C:8]3[CH:11]=[C:12]([CH2:15][N:16]4[CH2:21][CH2:20][CH:19]([NH:22][C:23](=[O:24])[CH:25]([C:26]#[N:27])[C:29](=[O:28])[CH3:30])[CH2:18][CH2:17]4)[CH:13]=[CH:14][C:7]=3[S:6][C:5]=2[N:4]=[CH:3][CH:2]=1. The catalyst class is: 7.